From a dataset of Reaction yield outcomes from USPTO patents with 853,638 reactions. Predict the reaction yield, written as a fraction of the theoretical maximum amount of product (1.0 means a 100% yield; for example, 0.34 means a 34% yield). The reactants are [Br:1][C:2]1[CH:7]=[CH:6][C:5]([OH:8])=[CH:4][C:3]=1[F:9].[H-].[Na+].[N+]([C:15]1[CH:16]=[C:17]([CH3:22])[N+:18]([O-:21])=[CH:19][CH:20]=1)([O-])=O. The catalyst is CN1CCCC1=O.CCOC(C)=O. The product is [Br:1][C:2]1[CH:7]=[CH:6][C:5]([O:8][C:15]2[CH:20]=[CH:19][N+:18]([O-:21])=[C:17]([CH3:22])[CH:16]=2)=[CH:4][C:3]=1[F:9]. The yield is 0.390.